Dataset: Full USPTO retrosynthesis dataset with 1.9M reactions from patents (1976-2016). Task: Predict the reactants needed to synthesize the given product. (1) Given the product [CH:1]1([CH2:7][C@H:8]([N:12]2[CH2:16][C:15]([O:17][C:18]3[C:27]4[O:26][CH2:25][CH2:24][O:23][C:22]=4[CH:21]=[CH:20][CH:19]=3)=[CH:14][C:13]2=[O:28])[C:9]([NH:50][C:51]2[CH:55]=[CH:54][N:53]([CH2:56][C:57]([OH:59])([CH3:58])[CH3:60])[N:52]=2)=[O:10])[CH2:2][CH2:3][CH2:4][CH2:5][CH2:6]1, predict the reactants needed to synthesize it. The reactants are: [CH:1]1([CH2:7][C@H:8]([N:12]2[CH2:16][C:15]([O:17][C:18]3[C:27]4[O:26][CH2:25][CH2:24][O:23][C:22]=4[CH:21]=[CH:20][CH:19]=3)=[CH:14][C:13]2=[O:28])[C:9](O)=[O:10])[CH2:6][CH2:5][CH2:4][CH2:3][CH2:2]1.CN(C)CCCN=C=NCC.ON1C2C=CC=CC=2N=N1.[NH2:50][C:51]1[CH:55]=[CH:54][N:53]([CH2:56][C:57]([CH3:60])([OH:59])[CH3:58])[N:52]=1. (2) Given the product [CH3:18][N:14]1[CH2:13][CH:12]=[C:11]([C:8]2[CH:9]=[N:10][C:5]([N+:2]([O-:4])=[O:3])=[CH:6][CH:7]=2)[CH2:16][CH2:15]1, predict the reactants needed to synthesize it. The reactants are: Cl.[N+:2]([C:5]1[N:10]=[CH:9][C:8]([C:11]2[CH2:12][CH2:13][NH:14][CH2:15][CH:16]=2)=[CH:7][CH:6]=1)([O-:4])=[O:3].I[CH3:18].[H-].[Na+].O. (3) The reactants are: O=[C:2]([CH3:8])[CH2:3][C:4](OC)=[O:5].C[O-].[Na+].[CH3:12][NH:13][C:14]([NH2:16])=[S:15]. Given the product [CH3:12][N:13]1[C:4](=[O:5])[CH:3]=[C:2]([CH3:8])[N:16]=[C:14]1[SH:15], predict the reactants needed to synthesize it. (4) Given the product [CH3:40][N:41]([CH3:42])[C:1]([CH2:4][C:5]1[C:13]2[C:8](=[CH:9][CH:10]=[CH:11][CH:12]=2)[N:7]([CH2:14][C:15]2[C:24]3[C:19](=[CH:20][CH:21]=[C:22]([F:25])[CH:23]=3)[CH:18]=[CH:17][CH:16]=2)[C:6]=1[C:26]([OH:28])=[O:27])=[O:2], predict the reactants needed to synthesize it. The reactants are: [C:1]([CH2:4][C:5]1[C:13]2[C:8](=[CH:9][CH:10]=[CH:11][CH:12]=2)[N:7]([CH2:14][C:15]2[C:24]3[C:19](=[CH:20][CH:21]=[C:22]([F:25])[CH:23]=3)[CH:18]=[CH:17][CH:16]=2)[C:6]=1[C:26]([OH:28])=[O:27])(O)=[O:2].FC1C=C2C(C=CC=C2[CH2:40][N:41]2C3C(=CC=CC=3)C3CC(=O)OC(=O)[C:42]2=3)=CC=1.CNC.